The task is: Regression. Given two drug SMILES strings and cell line genomic features, predict the synergy score measuring deviation from expected non-interaction effect.. This data is from Merck oncology drug combination screen with 23,052 pairs across 39 cell lines. (1) Drug 1: CN1C(=O)C=CC2(C)C3CCC4(C)C(NC(=O)OCC(F)(F)F)CCC4C3CCC12. Drug 2: COc1cc(C2c3cc4c(cc3C(OC3OC5COC(C)OC5C(O)C3O)C3COC(=O)C23)OCO4)cc(OC)c1O. Cell line: MDAMB436. Synergy scores: synergy=8.72. (2) Cell line: HT29. Drug 1: COC1CC2CCC(C)C(O)(O2)C(=O)C(=O)N2CCCCC2C(=O)OC(C(C)CC2CCC(OP(C)(C)=O)C(OC)C2)CC(=O)C(C)C=C(C)C(O)C(OC)C(=O)C(C)CC(C)C=CC=CC=C1C. Synergy scores: synergy=12.7. Drug 2: NC1CCCCC1N.O=C(O)C(=O)O.[Pt+2]. (3) Drug 1: NC(=O)c1cccc2cn(-c3ccc(C4CCCNC4)cc3)nc12. Drug 2: Cc1nc(Nc2ncc(C(=O)Nc3c(C)cccc3Cl)s2)cc(N2CCN(CCO)CC2)n1. Cell line: HT144. Synergy scores: synergy=-38.1. (4) Drug 1: O=C(CCCCCCC(=O)Nc1ccccc1)NO. Drug 2: C=CCn1c(=O)c2cnc(Nc3ccc(N4CCN(C)CC4)cc3)nc2n1-c1cccc(C(C)(C)O)n1. Cell line: OVCAR3. Synergy scores: synergy=11.4. (5) Synergy scores: synergy=60.2. Cell line: CAOV3. Drug 2: COc1cc(C2c3cc4c(cc3C(OC3OC5COC(C)OC5C(O)C3O)C3COC(=O)C23)OCO4)cc(OC)c1O. Drug 1: N#Cc1ccc(Cn2cncc2CN2CCN(c3cccc(Cl)c3)C(=O)C2)cc1. (6) Drug 1: O=C(CCCCCCC(=O)Nc1ccccc1)NO. Drug 2: Cn1c(=O)n(-c2ccc(C(C)(C)C#N)cc2)c2c3cc(-c4cnc5ccccc5c4)ccc3ncc21. Cell line: LOVO. Synergy scores: synergy=20.0. (7) Drug 1: O=S1(=O)NC2(CN1CC(F)(F)F)C1CCC2Cc2cc(C=CCN3CCC(C(F)(F)F)CC3)ccc2C1. Drug 2: Nc1ccn(C2OC(CO)C(O)C2(F)F)c(=O)n1. Cell line: EFM192B. Synergy scores: synergy=9.01.